From a dataset of Full USPTO retrosynthesis dataset with 1.9M reactions from patents (1976-2016). Predict the reactants needed to synthesize the given product. (1) Given the product [CH3:21][C:22]1[C:26]([C:27]2[O:15][N:14]=[C:13]([CH2:12][N:8]3[C:9]4[C:5](=[C:4]([C:17]([F:19])([F:20])[F:18])[C:3]([C:1]#[N:2])=[CH:11][CH:10]=4)[CH:6]=[CH:7]3)[N:16]=2)=[C:25]([C:30]([F:32])([F:33])[F:31])[O:24][N:23]=1, predict the reactants needed to synthesize it. The reactants are: [C:1]([C:3]1[C:4]([C:17]([F:20])([F:19])[F:18])=[C:5]2[C:9](=[CH:10][CH:11]=1)[N:8]([CH2:12][C:13](=[NH:16])[NH:14][OH:15])[CH:7]=[CH:6]2)#[N:2].[CH3:21][C:22]1[C:26]([C:27](O)=O)=[C:25]([C:30]([F:33])([F:32])[F:31])[O:24][N:23]=1. (2) Given the product [C:34]([N:21]1[C:22]2[C:18](=[C:17]([CH3:16])[C:25]([O:26][C@@H:27]3[CH2:32][CH2:31][C@H:30]([N:33]4[C:1](=[O:7])[CH2:2][CH2:3][C:4]4=[O:6])[CH2:29][CH2:28]3)=[CH:24][CH:23]=2)[CH:19]=[N:20]1)(=[O:36])[CH3:35], predict the reactants needed to synthesize it. The reactants are: [C:1]1(=[O:7])[O:6][C:4](=O)[CH2:3][CH2:2]1.C(N(CC)CC)C.Cl.[CH3:16][C:17]1[C:25]([O:26][C@@H:27]2[CH2:32][CH2:31][C@H:30]([NH2:33])[CH2:29][CH2:28]2)=[CH:24][CH:23]=[C:22]2[C:18]=1[CH:19]=[N:20][NH:21]2.[C:34](Cl)(=[O:36])[CH3:35]. (3) Given the product [CH3:23][O:22][C:18]1[CH:19]=[C:20]2[C:15](=[C:16]([O:24][CH3:25])[CH:17]=1)[C:14](=[O:26])[NH:13][C:12]([C:8]1[CH:9]=[C:10]([CH3:11])[C:5]([O:4][CH2:3][CH2:2][N:29]3[C:30](=[O:37])[C:31]4[C:36](=[CH:35][CH:34]=[CH:33][CH:32]=4)[C:28]3=[O:38])=[C:6]([CH3:27])[CH:7]=1)=[CH:21]2, predict the reactants needed to synthesize it. The reactants are: O[CH2:2][CH2:3][O:4][C:5]1[C:10]([CH3:11])=[CH:9][C:8]([C:12]2[NH:13][C:14](=[O:26])[C:15]3[C:20]([CH:21]=2)=[CH:19][C:18]([O:22][CH3:23])=[CH:17][C:16]=3[O:24][CH3:25])=[CH:7][C:6]=1[CH3:27].[C:28]1(=[O:38])[C:36]2[C:31](=[CH:32][CH:33]=[CH:34][CH:35]=2)[C:30](=[O:37])[NH:29]1.C1(P(C2C=CC=CC=2)C2C=CC=CC=2)C=CC=CC=1.N(C(OCC)=O)=NC(OCC)=O. (4) Given the product [NH2:1][N:3]1[CH2:4][CH2:5][CH:6]([C:9]2[NH:10][C:11](=[O:20])[C:12]3[C:17]([CH:18]=2)=[C:16]([CH3:19])[CH:15]=[CH:14][CH:13]=3)[CH2:7][CH2:8]1, predict the reactants needed to synthesize it. The reactants are: [N:1]([N:3]1[CH2:8][CH2:7][CH:6]([C:9]2[NH:10][C:11](=[O:20])[C:12]3[C:17]([CH:18]=2)=[C:16]([CH3:19])[CH:15]=[CH:14][CH:13]=3)[CH2:5][CH2:4]1)=O. (5) The reactants are: [F:1][C:2]1[CH:3]=[C:4]([CH:13]([NH:17][C:18]([N:20]2[CH2:25][C:24](=[O:26])[NH:23][C:22]3[CH:27]=[CH:28][C:29]([N:31]4[CH:35]=[CH:34][CH:33]=[N:32]4)=[N:30][C:21]2=3)=[O:19])[CH2:14][O:15][CH3:16])[CH:5]=[CH:6][C:7]=1[O:8][C:9]([F:12])([F:11])[F:10].C(=O)=O.CO. Given the product [F:1][C:2]1[CH:3]=[C:4]([C@H:13]([NH:17][C:18]([N:20]2[CH2:25][C:24](=[O:26])[NH:23][C:22]3[CH:27]=[CH:28][C:29]([N:31]4[CH:35]=[CH:34][CH:33]=[N:32]4)=[N:30][C:21]2=3)=[O:19])[CH2:14][O:15][CH3:16])[CH:5]=[CH:6][C:7]=1[O:8][C:9]([F:12])([F:10])[F:11], predict the reactants needed to synthesize it.